This data is from Catalyst prediction with 721,799 reactions and 888 catalyst types from USPTO. The task is: Predict which catalyst facilitates the given reaction. Reactant: [C:1]1([NH:7][C:8]([C:10]2[NH:11][C:12]3[C:17]([C:18]=2[C:19]2[CH:24]=[CH:23][CH:22]=[CH:21][CH:20]=2)=[CH:16][C:15]([NH2:25])=[CH:14][CH:13]=3)=[O:9])[CH:6]=[CH:5][CH:4]=[CH:3][CH:2]=1.[Br:26][C:27]1[CH:32]=[CH:31][C:30]([S:33](Cl)(=[O:35])=[O:34])=[CH:29][CH:28]=1. Product: [C:1]1([NH:7][C:8]([C:10]2[NH:11][C:12]3[C:17]([C:18]=2[C:19]2[CH:20]=[CH:21][CH:22]=[CH:23][CH:24]=2)=[CH:16][C:15]([NH:25][S:33]([C:30]2[CH:31]=[CH:32][C:27]([Br:26])=[CH:28][CH:29]=2)(=[O:35])=[O:34])=[CH:14][CH:13]=3)=[O:9])[CH:6]=[CH:5][CH:4]=[CH:3][CH:2]=1. The catalyst class is: 195.